Dataset: Forward reaction prediction with 1.9M reactions from USPTO patents (1976-2016). Task: Predict the product of the given reaction. (1) Given the reactants [F:1][C:2]1[CH:33]=[CH:32][C:5]([C:6]([CH:8]2[CH2:13][CH2:12][N:11]([CH2:14][CH2:15][CH:16]3[CH2:21][CH2:20][CH:19]([NH:22][C:23]([C:25]4[CH:30]=[CH:29][C:28](Br)=[CH:27][N:26]=4)=[O:24])[CH2:18][CH2:17]3)[CH2:10][CH2:9]2)=[O:7])=[CH:4][CH:3]=1.[CH3:34][N:35]1[CH2:40][CH2:39][NH:38][CH2:37][CH2:36]1.C1(P(C2C=CC=CC=2)C2C3OC4C(=CC=CC=4P(C4C=CC=CC=4)C4C=CC=CC=4)C(C)(C)C=3C=CC=2)C=CC=CC=1.C(=O)([O-])[O-].[Cs+].[Cs+].O, predict the reaction product. The product is: [F:1][C:2]1[CH:33]=[CH:32][C:5]([C:6]([CH:8]2[CH2:13][CH2:12][N:11]([CH2:14][CH2:15][CH:16]3[CH2:21][CH2:20][CH:19]([NH:22][C:23]([C:25]4[CH:30]=[CH:29][C:28]([N:38]5[CH2:39][CH2:40][N:35]([CH3:34])[CH2:36][CH2:37]5)=[CH:27][N:26]=4)=[O:24])[CH2:18][CH2:17]3)[CH2:10][CH2:9]2)=[O:7])=[CH:4][CH:3]=1. (2) The product is: [F:17][C:15]1[CH:16]=[C:11]2[C:10]([C:18]([NH2:20])=[O:19])=[N:9][N:8]([C:4]3[CH:5]=[CH:6][CH:7]=[C:2]([C:22]#[C:21][C@:23]4([OH:30])[CH2:27][CH2:26][N:25]([CH3:28])[C:24]4=[O:29])[CH:3]=3)[C:12]2=[N:13][CH:14]=1. Given the reactants Br[C:2]1[CH:3]=[C:4]([N:8]2[C:12]3=[N:13][CH:14]=[C:15]([F:17])[CH:16]=[C:11]3[C:10]([C:18]([NH2:20])=[O:19])=[N:9]2)[CH:5]=[CH:6][CH:7]=1.[C:21]([C@:23]1([OH:30])[CH2:27][CH2:26][N:25]([CH3:28])[C:24]1=[O:29])#[CH:22], predict the reaction product. (3) Given the reactants [N+:1]([C:4]1[CH:10]=[CH:9][CH:8]=[CH:7][C:5]=1[NH2:6])([O-:3])=[O:2].[ClH:11].[N:12]([O-])=O.[Na+], predict the reaction product. The product is: [Cl-:11].[N+:1]([C:4]1[CH:10]=[CH:9][CH:8]=[CH:7][C:5]=1[N+:6]#[N:12])([O-:3])=[O:2]. (4) Given the reactants [CH3:1][O:2][C:3](=[O:39])[CH2:4][C@H:5]1[C:9]2[CH:10]=[CH:11][C:12]([O:14][C@H:15]3[C:23]4[C:18](=[C:19]([CH2:28][C:29]5[CH:34]=[CH:33][C:32]([O:35]C(=O)C)=[CH:31][CH:30]=5)[C:20]([C:24]([F:27])([F:26])[F:25])=[CH:21][CH:22]=4)[CH2:17][CH2:16]3)=[CH:13][C:8]=2[O:7][CH2:6]1.C([O-])([O-])=O.[K+].[K+].Cl, predict the reaction product. The product is: [CH3:1][O:2][C:3](=[O:39])[CH2:4][C@H:5]1[C:9]2[CH:10]=[CH:11][C:12]([O:14][C@H:15]3[C:23]4[C:18](=[C:19]([CH2:28][C:29]5[CH:34]=[CH:33][C:32]([OH:35])=[CH:31][CH:30]=5)[C:20]([C:24]([F:25])([F:26])[F:27])=[CH:21][CH:22]=4)[CH2:17][CH2:16]3)=[CH:13][C:8]=2[O:7][CH2:6]1. (5) Given the reactants [CH3:1][O:2][C:3]([NH:5][C@@H:6]([CH:10]([CH3:12])[CH3:11])[C:7]([OH:9])=[O:8])=[O:4].CN(C(ON1N=NC2C=CC=NC1=2)=[N+](C)C)C.F[P-](F)(F)(F)(F)F.CC(N(C)C)=O.[Cl:43][C:44]1[CH:45]=[CH:46][C:47]([F:74])=[C:48]([C:50]2[CH:55]=[CH:54][C:53]([CH2:56][N:57]([CH2:68][C@@H:69](O)[C:70]([OH:72])=[O:71])[NH:58][C:59]([C:61]3[O:65][N:64]=[C:63]([O:66][CH3:67])[CH:62]=3)=[O:60])=[CH:52][CH:51]=2)[CH:49]=1.CCN(C(C)C)C(C)C, predict the reaction product. The product is: [C:70]([C@H:69]([O:8][C:7](=[O:9])[C@@H:6]([NH:5][C:3]([O:2][CH3:1])=[O:4])[CH:10]([CH3:12])[CH3:11])[CH2:68][N:57]([CH2:56][C:53]1[CH:54]=[CH:55][C:50]([C:48]2[CH:49]=[C:44]([Cl:43])[CH:45]=[CH:46][C:47]=2[F:74])=[CH:51][CH:52]=1)[NH:58][C:59]([C:61]1[O:65][N:64]=[C:63]([O:66][CH3:67])[CH:62]=1)=[O:60])([OH:72])=[O:71].